Dataset: Forward reaction prediction with 1.9M reactions from USPTO patents (1976-2016). Task: Predict the product of the given reaction. (1) Given the reactants [Cl:1][C:2]1[CH:7]=[C:6]([Cl:8])[C:5]([O:9][CH3:10])=[CH:4][C:3]=1[N:11]1[CH2:16][CH2:15][CH:14]([CH:17]([CH3:23])[C:18](OCC)=[O:19])[CH2:13][CH2:12]1.CC(C[AlH]CC(C)C)C, predict the reaction product. The product is: [Cl:1][C:2]1[CH:7]=[C:6]([Cl:8])[C:5]([O:9][CH3:10])=[CH:4][C:3]=1[N:11]1[CH2:12][CH2:13][CH:14]([CH:17]([CH3:23])[CH2:18][OH:19])[CH2:15][CH2:16]1. (2) Given the reactants [NH2:1][CH2:2][C:3]1[CH:4]=[C:5]([C:9]2[CH:10]=[C:11]([C:19]([NH:21][C:22]3[CH:23]=[C:24](/[CH:29]=[CH:30]/[C:31]([O:33]CC)=[O:32])[CH:25]=[CH:26][C:27]=3[F:28])=[O:20])[C:12]3[C:17]([CH:18]=2)=[CH:16][CH:15]=[CH:14][CH:13]=3)[CH:6]=[CH:7][CH:8]=1.O[Li].O, predict the reaction product. The product is: [NH2:1][CH2:2][C:3]1[CH:4]=[C:5]([C:9]2[CH:10]=[C:11]([C:19]([NH:21][C:22]3[CH:23]=[C:24](/[CH:29]=[CH:30]/[C:31]([OH:33])=[O:32])[CH:25]=[CH:26][C:27]=3[F:28])=[O:20])[C:12]3[C:17]([CH:18]=2)=[CH:16][CH:15]=[CH:14][CH:13]=3)[CH:6]=[CH:7][CH:8]=1.